This data is from Reaction yield outcomes from USPTO patents with 853,638 reactions. The task is: Predict the reaction yield, written as a fraction of the theoretical maximum amount of product (1.0 means a 100% yield; for example, 0.34 means a 34% yield). (1) The reactants are [CH3:1][O:2][C:3]1[CH:4]=[C:5]2[C:10](=[CH:11][CH:12]=1)[C:9]([C:13](=[O:29])[C:14]1[CH:19]=[CH:18][C:17]([O:20][CH2:21][CH2:22][N:23]3[CH2:28][CH2:27][CH2:26][CH2:25][CH2:24]3)=[CH:16][CH:15]=1)=[C:8](OS(C(F)(F)F)(=O)=O)[CH:7]=[CH:6]2.B#B.C([O-])(=O)C.C1(P(C2CCCCC2)C2CCCCC2)CCCCC1.[F-].[Cs+].Br[C:66]1[CH:71]=[CH:70][C:69]([F:72])=[CH:68][C:67]=1[O:73][CH2:74][C:75]1[CH:80]=[CH:79][CH:78]=[CH:77][CH:76]=1. The catalyst is C(#N)C. The product is [CH2:74]([O:73][C:67]1[CH:68]=[C:69]([F:72])[CH:70]=[CH:71][C:66]=1[C:8]1[CH:7]=[CH:6][C:5]2[C:10](=[CH:11][CH:12]=[C:3]([O:2][CH3:1])[CH:4]=2)[C:9]=1[C:13]([C:14]1[CH:19]=[CH:18][C:17]([O:20][CH2:21][CH2:22][N:23]2[CH2:28][CH2:27][CH2:26][CH2:25][CH2:24]2)=[CH:16][CH:15]=1)=[O:29])[C:75]1[CH:80]=[CH:79][CH:78]=[CH:77][CH:76]=1. The yield is 0.450. (2) The reactants are Cl[C:2]1[CH:3]=[CH:4][C:5]2[O:6][CH2:7][CH2:8][C:9]3[CH:15]=[C:14]([C:16]4[N:17]([C:21]5[CH:26]=[CH:25][C:24]([F:27])=[CH:23][C:22]=5[F:28])[N:18]=[CH:19][N:20]=4)[S:13][C:10]=3[C:11]=2[N:12]=1.[CH3:29][N:30](C)C=O. The catalyst is [C-]#N.[Zn+2].[C-]#N.C1C=CC([P]([Pd]([P](C2C=CC=CC=2)(C2C=CC=CC=2)C2C=CC=CC=2)([P](C2C=CC=CC=2)(C2C=CC=CC=2)C2C=CC=CC=2)[P](C2C=CC=CC=2)(C2C=CC=CC=2)C2C=CC=CC=2)(C2C=CC=CC=2)C2C=CC=CC=2)=CC=1. The product is [C:29]([C:2]1[CH:3]=[CH:4][C:5]2[O:6][CH2:7][CH2:8][C:9]3[CH:15]=[C:14]([C:16]4[N:17]([C:21]5[CH:26]=[CH:25][C:24]([F:27])=[CH:23][C:22]=5[F:28])[N:18]=[CH:19][N:20]=4)[S:13][C:10]=3[C:11]=2[N:12]=1)#[N:30]. The yield is 0.600.